Dataset: Reaction yield outcomes from USPTO patents with 853,638 reactions. Task: Predict the reaction yield, written as a fraction of the theoretical maximum amount of product (1.0 means a 100% yield; for example, 0.34 means a 34% yield). (1) The reactants are [Br:1]N1C(=O)CCC1=O.[CH3:9][O:10][C:11]([C:13]1[C:22]([OH:23])=[C:21]2[C:16]([CH:17]=[CH:18][CH:19]=[N:20]2)=[CH:15][N:14]=1)=[O:12].CO.CO.O. The catalyst is C(Cl)(Cl)Cl. The product is [CH3:9][O:10][C:11]([C:13]1[C:22]([OH:23])=[C:21]2[C:16]([CH:17]=[CH:18][CH:19]=[N:20]2)=[C:15]([Br:1])[N:14]=1)=[O:12]. The yield is 0.930. (2) The reactants are CC(C)([O-])C.[K+].[F:7][C:8]([F:12])([F:11])[CH2:9][OH:10].[Br:13][C:14]1[CH:19]=[C:18](F)[CH:17]=[C:16]([F:21])[CH:15]=1.O. The catalyst is CS(C)=O. The product is [Br:13][C:14]1[CH:19]=[C:18]([O:10][CH2:9][C:8]([F:12])([F:11])[F:7])[CH:17]=[C:16]([F:21])[CH:15]=1. The yield is 0.350. (3) The reactants are [P:1]([O:13][CH2:14][CH2:15][N:16]1[CH2:21][CH2:20][NH:19][CH2:18][CH2:17]1)([O:8][C:9]([CH3:12])([CH3:11])[CH3:10])([O:3][C:4]([CH3:7])([CH3:6])[CH3:5])=[O:2].O=[CH:23][CH2:24][C@@H:25]([NH:34][C:35]1[CH:40]=[CH:39][C:38]([S:41]([NH2:44])(=[O:43])=[O:42])=[CH:37][C:36]=1[S:45]([C:48]([F:51])([F:50])[F:49])(=[O:47])=[O:46])[CH2:26][S:27][C:28]1[CH:33]=[CH:32][CH:31]=[CH:30][CH:29]=1.C(O[BH-](OC(=O)C)OC(=O)C)(=O)C.[Na+].[OH-].[Na+]. The catalyst is ClCCCl.ClC(Cl)C.C(Cl)Cl. The product is [P:1]([O:13][CH2:14][CH2:15][N:16]1[CH2:17][CH2:18][N:19]([CH2:23][CH2:24][C@@H:25]([NH:34][C:35]2[CH:40]=[CH:39][C:38]([S:41](=[O:42])(=[O:43])[NH2:44])=[CH:37][C:36]=2[S:45]([C:48]([F:50])([F:49])[F:51])(=[O:47])=[O:46])[CH2:26][S:27][C:28]2[CH:29]=[CH:30][CH:31]=[CH:32][CH:33]=2)[CH2:20][CH2:21]1)([O:3][C:4]([CH3:5])([CH3:6])[CH3:7])([O:8][C:9]([CH3:12])([CH3:11])[CH3:10])=[O:2]. The yield is 0.940. (4) The reactants are Cl.[N:2]1[C:11]2C(=CC=CC=2)C(O)=[CH:4][N:3]=1.[CH3:13]I.[H-].[Na+].C[CH2:18][CH2:19][CH2:20][CH2:21][CH2:22][CH3:23].CCO[C:27]([CH3:29])=[O:28].C[N:31]([CH:33]=[O:34])[CH3:32]. No catalyst specified. The product is [CH3:11][N:2]1[C:23]2[CH:22]=[CH:21][CH:20]=[CH:19][C:18]=2[CH:32]2[CH2:4][N:3]1[C:33](=[O:34])[N:31]2[O:28][CH2:27][CH:29]=[CH2:13]. The yield is 0.800.